Dataset: Catalyst prediction with 721,799 reactions and 888 catalyst types from USPTO. Task: Predict which catalyst facilitates the given reaction. (1) Reactant: [F:1][C:2]1[CH:15]=[CH:14][CH:13]=[CH:12][C:3]=1[CH2:4][NH:5][CH2:6][CH:7]([O:10][CH3:11])[O:8][CH3:9].N1C=CC=CC=1.[C:22]1([CH3:32])[CH:27]=[CH:26][C:25]([S:28](Cl)(=[O:30])=[O:29])=[CH:24][CH:23]=1. Product: [CH3:11][O:10][CH:7]([O:8][CH3:9])[CH2:6][N:5]([CH2:4][C:3]1[CH:12]=[CH:13][CH:14]=[CH:15][C:2]=1[F:1])[S:28]([C:25]1[CH:26]=[CH:27][C:22]([CH3:32])=[CH:23][CH:24]=1)(=[O:30])=[O:29]. The catalyst class is: 4. (2) Reactant: [OH-].[Na+].[Br-].[CH3:4][O:5][C:6]([CH2:8][P+:9]([C:22]1[CH:27]=[CH:26][CH:25]=[CH:24][CH:23]=1)([C:16]1[CH:21]=[CH:20][CH:19]=[CH:18][CH:17]=1)[C:10]1[CH:15]=[CH:14][CH:13]=[CH:12][CH:11]=1)=[O:7]. Product: [CH3:4][O:5][C:6]([CH:8]=[P:9]([C:22]1[CH:27]=[CH:26][CH:25]=[CH:24][CH:23]=1)([C:10]1[CH:11]=[CH:12][CH:13]=[CH:14][CH:15]=1)[C:16]1[CH:21]=[CH:20][CH:19]=[CH:18][CH:17]=1)=[O:7]. The catalyst class is: 2.